This data is from Peptide-MHC class I binding affinity with 185,985 pairs from IEDB/IMGT. The task is: Regression. Given a peptide amino acid sequence and an MHC pseudo amino acid sequence, predict their binding affinity value. This is MHC class I binding data. (1) The binding affinity (normalized) is 0.347. The peptide sequence is LPETMETLLL. The MHC is HLA-B51:01 with pseudo-sequence HLA-B51:01. (2) The peptide sequence is TFHQTLQDPR. The MHC is Patr-A0301 with pseudo-sequence Patr-A0301. The binding affinity (normalized) is 0.130. (3) The MHC is HLA-A03:01 with pseudo-sequence HLA-A03:01. The binding affinity (normalized) is 0.0459. The peptide sequence is SKRERQLAK. (4) The peptide sequence is AARILSEKR. The MHC is HLA-A68:01 with pseudo-sequence HLA-A68:01. The binding affinity (normalized) is 0.376. (5) The peptide sequence is AARGYISTR. The MHC is HLA-A31:01 with pseudo-sequence HLA-A31:01. The binding affinity (normalized) is 0.777. (6) The peptide sequence is RLLKNMKQCT. The MHC is HLA-A02:03 with pseudo-sequence HLA-A02:03. The binding affinity (normalized) is 0.256. (7) The peptide sequence is KLQDLTLRC. The MHC is HLA-B51:01 with pseudo-sequence HLA-B51:01. The binding affinity (normalized) is 0.0847.